This data is from Full USPTO retrosynthesis dataset with 1.9M reactions from patents (1976-2016). The task is: Predict the reactants needed to synthesize the given product. (1) Given the product [CH3:14][O:15][C:16]1[CH:17]=[C:18]([NH:19][C:11](=[NH:12])[CH2:10][C:9]([C:5]2[CH:6]=[CH:7][CH:8]=[C:3]([O:2][CH3:1])[CH:4]=2)=[O:13])[CH:20]=[CH:21][C:22]=1[O:23][CH3:24], predict the reactants needed to synthesize it. The reactants are: [CH3:1][O:2][C:3]1[CH:4]=[C:5]([C:9](=[O:13])[CH2:10][C:11]#[N:12])[CH:6]=[CH:7][CH:8]=1.[CH3:14][O:15][C:16]1[CH:17]=[C:18]([CH:20]=[CH:21][C:22]=1[O:23][CH3:24])[NH2:19]. (2) Given the product [Cl:1][C:2]1[CH:3]=[CH:4][C:5]([CH2:6][N:7]2[CH:12]=[C:11]([C:13]3[CH:18]=[CH:17][C:16]([O:19][CH3:20])=[CH:15][CH:14]=3)[CH:10]=[C:9]([CH2:21][OH:22])[C:8]2=[O:25])=[CH:26][CH:27]=1, predict the reactants needed to synthesize it. The reactants are: [Cl:1][C:2]1[CH:27]=[CH:26][C:5]([CH2:6][N:7]2[CH:12]=[C:11]([C:13]3[CH:18]=[CH:17][C:16]([O:19][CH3:20])=[CH:15][CH:14]=3)[CH:10]=[C:9]([C:21](OC)=[O:22])[C:8]2=[O:25])=[CH:4][CH:3]=1.CC(C[AlH]CC(C)C)C. (3) Given the product [NH2:68][C:65]1[N:66]=[CH:67][C:62]([C:49]2[C:50]3[CH2:55][CH2:54][N:53]([C@@:56]4([CH3:61])[CH2:60][CH2:59][N:58]([C:10](=[O:12])[C:9]([NH:8][C:6](=[O:7])[O:5][C:1]([CH3:2])([CH3:3])[CH3:4])([CH3:14])[CH3:13])[CH2:57]4)[C:51]=3[N:52]=[C:47]([N:42]3[CH2:43][CH2:44][O:45][CH2:46][C@@H:41]3[CH3:40])[N:48]=2)=[CH:63][N:64]=1, predict the reactants needed to synthesize it. The reactants are: [C:1]([O:5][C:6]([NH:8][C:9]([CH3:14])([CH3:13])[C:10]([OH:12])=O)=[O:7])([CH3:4])([CH3:3])[CH3:2].CN(C(ON1N=NC2C=CC=NC1=2)=[N+](C)C)C.F[P-](F)(F)(F)(F)F.Cl.[CH3:40][C@H:41]1[CH2:46][O:45][CH2:44][CH2:43][N:42]1[C:47]1[N:48]=[C:49]([C:62]2[CH:63]=[N:64][C:65]([NH2:68])=[N:66][CH:67]=2)[C:50]2[CH2:55][CH2:54][N:53]([C@@:56]3([CH3:61])[CH2:60][CH2:59][NH:58][CH2:57]3)[C:51]=2[N:52]=1.O.